Predict the product of the given reaction. From a dataset of Forward reaction prediction with 1.9M reactions from USPTO patents (1976-2016). (1) Given the reactants [Br:1][C:2]1[CH:3]=[CH:4][CH:5]=[C:6]2[C:22]=1[C:9]1([CH:14]=[CH:13][N:12](C(OC(C)(C)C)=O)[CH2:11][CH2:10]1)[N:8](CC1C=CC(OC)=CC=1)[C:7]2=[O:32], predict the reaction product. The product is: [Br:1][C:2]1[CH:3]=[CH:4][CH:5]=[C:6]2[C:22]=1[C:9]1([CH:10]=[CH:11][NH:12][CH2:13][CH2:14]1)[NH:8][C:7]2=[O:32]. (2) Given the reactants [I-].[Na+].[CH:3]([NH2:6])([CH3:5])[CH3:4].[Br:7][C:8]1[C:13]([CH3:14])=[CH:12][C:11]([N:15]2[C:19](=[O:20])[CH2:18][CH2:17][C@@H:16]2[CH2:21]OS(C)(=O)=O)=[CH:10][C:9]=1[CH3:27], predict the reaction product. The product is: [Br:7][C:8]1[C:13]([CH3:14])=[CH:12][C:11]([N:15]2[C@@H:16]([CH2:21][NH:6][CH:3]([CH3:5])[CH3:4])[CH2:17][CH2:18][C:19]2=[O:20])=[CH:10][C:9]=1[CH3:27].